Dataset: Experimentally validated miRNA-target interactions with 360,000+ pairs, plus equal number of negative samples. Task: Binary Classification. Given a miRNA mature sequence and a target amino acid sequence, predict their likelihood of interaction. (1) The miRNA is hsa-miR-6807-3p with sequence CACUGCAUUCCUGCUUGGCCCAG. The protein sequence of the target gene is MAESHLLQWLLLLLPTLCGPGTAAWTTSSLACAQGPEFWCQSLEQALQCRALGHCLQEVWGHVGADDLCQECEDIVHILNKMAKEAIFQDTMRKFLEQECNVLPLKLLMPQCNQVLDDYFPLVIDYFQNQTDSNGICMHLGLCKSRQPEPEQEPGMSDPLPKPLRDPLPDPLLDKLVLPVLPGALQARPGPHTQDLSEQQFPIPLPYCWLCRALIKRIQAMIPKGALAVAVAQVCRVVPLVAGGICQCLAERYSVILLDTLLGRMLPQLVCRLVLRCSMDDSAGPRSPTGEWLPRDSECH.... Result: 1 (interaction). (2) The miRNA is hsa-miR-3942-5p with sequence AAGCAAUACUGUUACCUGAAAU. The protein sequence of the target gene is MALSDADVQKQIKHMMAFIEQEANEKAEEIDAKAEEEFNIEKGRLVQTQRLKIMEYYEKKEKQIEQQKKIQMSNLMNQARLKVLRARDDLITDLLNEAKQRLSKVVKDTTRYQVLLDGLVLQGLYQLLEPRMIVRCRKQDFPLVKAAVQKAIPMYKIATKNDVDVQIDQESYLPEDIAGGVEIYNGDRKIKVSNTLESRLDLIAQQMMPEVRGALFGANANRKFLD. Result: 1 (interaction). (3) The miRNA is hsa-miR-940 with sequence AAGGCAGGGCCCCCGCUCCCC. The protein sequence of the target gene is MSVSVLSPSRLLGDVSGILQAASLLILLLLLIKAVQLYLHRQWLLKALQQFPCPPSHWLFGHIQELQQDQELQRIQKWVETFPSACPHWLWGGKVRVQLYDPDYMKVILGRSDPKSHGSYRFLAPWIGYGLLLLNGQTWFQHRRMLTPAFHYDILKPYVGLMADSVRVMLDKWEELLGQDSPLEVFQHVSLMTLDTIMKCAFSHQGSIQVDRNSQSYIQAISDLNNLVFSRVRNAFHQNDTIYSLTSAGRWTHRACQLAHQHTDQVIQLRKAQLQKEGELEKIKRKRHLDFLDILLLAKM.... Result: 1 (interaction). (4) The miRNA is hsa-miR-631 with sequence AGACCUGGCCCAGACCUCAGC. The protein sequence of the target gene is MSLFDLFRGFFGFPGPRSHRDPFFGGMTRDEDDDEEEEEEGGSWGRGNPRFHSPQHPPEEFGFGFSFSPGGGIRFHDNFGFDDLVRDFNSIFSDMGAWTLPSHPPELPGPESETPGERLREGQTLRDSMLKYPDSHQPRIFGGVLESDARSESPQPAPDWGSQRPFHRFDDVWPMDPHPRTREDNDLDSQVSQEGLGPVLQPQPKSYFKSISVTKITKPDGIVEERRTVVDSEGRTETTVTRHEADSSPRGDPESPRPPALDDAFSILDLFLGRWFRSR. Result: 0 (no interaction). (5) The miRNA is mmu-miR-129-1-3p with sequence AAGCCCUUACCCCAAAAAGUAU. The protein sequence of the target gene is MKPRPAGFVDNKLKQRVIQYLTSNKCGKYVDIGVLASDLQRVYSIDYGRRKRNAFRIQVEKVFSIISSEKELKNLTELEDEHLAKRARQGEEDNEYTESYSDDDSSMEDYPDPQSANHMNSSLLSLYRKGNPDSVSNTPEMEQRETTSSTPRISSKTGSIPLKTPAKDSEGGWFIDKTPSVKKDSFFLDLSCEKSNPKKPITEIQDSKDSSLLESDMKRKGKLKNKGSKRKKEDLQEVDGEIEAVLQKKAKARGLEFQISNVKFEDVGGNDMTLKEVCKMLIHMRHPEVYHHLGVVPPRG.... Result: 0 (no interaction).